Dataset: Peptide-MHC class II binding affinity with 134,281 pairs from IEDB. Task: Regression. Given a peptide amino acid sequence and an MHC pseudo amino acid sequence, predict their binding affinity value. This is MHC class II binding data. (1) The peptide sequence is AYHFKDPQYPVWELT. The MHC is DRB1_0901 with pseudo-sequence DRB1_0901. The binding affinity (normalized) is 0.285. (2) The peptide sequence is CHFITKETPDRLTDQ. The binding affinity (normalized) is 0. The MHC is DRB1_0401 with pseudo-sequence DRB1_0401. (3) The peptide sequence is PCLFMRTVSHVILHG. The MHC is DRB1_0701 with pseudo-sequence DRB1_0701. The binding affinity (normalized) is 0.201. (4) The peptide sequence is NGPMAVSMTGVMRGN. The MHC is HLA-DQA10201-DQB10402 with pseudo-sequence HLA-DQA10201-DQB10402. The binding affinity (normalized) is 0.469. (5) The peptide sequence is FVNTLVASSGSYAAT. The MHC is HLA-DPA10103-DPB10401 with pseudo-sequence HLA-DPA10103-DPB10401. The binding affinity (normalized) is 0.373.